Dataset: Full USPTO retrosynthesis dataset with 1.9M reactions from patents (1976-2016). Task: Predict the reactants needed to synthesize the given product. (1) Given the product [N+:10]([C:13]1[CH:22]=[C:21]2[C:16]([CH:17]=[C:18]([CH2:28][OH:29])[C:19]([C:23]3[CH:27]=[CH:26][S:25][CH:24]=3)=[N:20]2)=[CH:15][CH:14]=1)([O-:12])=[O:11], predict the reactants needed to synthesize it. The reactants are: CC(C[AlH]CC(C)C)C.[N+:10]([C:13]1[CH:22]=[C:21]2[C:16]([CH:17]=[C:18]([C:28](OC)=[O:29])[C:19]([C:23]3[CH:27]=[CH:26][S:25][CH:24]=3)=[N:20]2)=[CH:15][CH:14]=1)([O-:12])=[O:11].C(Cl)Cl.Cl. (2) Given the product [C:1]([NH:4][C:5]1[CH:10]=[CH:9][C:8]([CH2:11][CH2:12][C:13]([O:15][CH2:16][CH3:17])=[O:14])=[CH:7][CH:6]=1)(=[O:3])[CH3:2], predict the reactants needed to synthesize it. The reactants are: [C:1]([NH:4][C:5]1[CH:10]=[CH:9][C:8]([CH:11]=[CH:12][C:13]([O:15][CH2:16][CH3:17])=[O:14])=[CH:7][CH:6]=1)(=[O:3])[CH3:2]. (3) Given the product [CH3:33][O:32][C:6]1[CH:7]=[C:8]2[C:13](=[CH:14][C:5]=1[O:4][CH2:3][CH2:2][N:40]1[CH2:45][CH2:44][O:43][CH2:42][CH2:41]1)[N:12]=[CH:11][CH:10]=[C:9]2[O:15][C:16]1[C:17]([C:26]([O:28][CH2:29][CH2:30][CH3:31])=[O:27])=[CH:18][C:19]2[C:24]([CH:25]=1)=[CH:23][CH:22]=[CH:21][CH:20]=2, predict the reactants needed to synthesize it. The reactants are: Cl[CH2:2][CH2:3][O:4][C:5]1[CH:14]=[C:13]2[C:8]([C:9]([O:15][C:16]3[C:17]([C:26]([O:28][CH2:29][CH2:30][CH3:31])=[O:27])=[CH:18][C:19]4[C:24]([CH:25]=3)=[CH:23][CH:22]=[CH:21][CH:20]=4)=[CH:10][CH:11]=[N:12]2)=[CH:7][C:6]=1[O:32][CH3:33].C(=O)([O-])[O-].[K+].[K+].[NH:40]1[CH2:45][CH2:44][O:43][CH2:42][CH2:41]1.O.